This data is from Forward reaction prediction with 1.9M reactions from USPTO patents (1976-2016). The task is: Predict the product of the given reaction. (1) Given the reactants [Si]([O:8][CH2:9]/[CH:10]=[CH:11]/[C:12](/[CH3:27])=[CH:13]/[CH:14]([CH3:26])[C:15]([C:17]1[CH:22]=[CH:21][C:20]([N:23]([CH3:25])[CH3:24])=[CH:19][CH:18]=1)=[O:16])(C(C)(C)C)(C)C.C(C1C(=O)C(Cl)=C(Cl)C(=O)C=1C#N)#N.CCOC(C)=O, predict the reaction product. The product is: [CH3:25][N:23]([CH3:24])[C:20]1[CH:19]=[CH:18][C:17]([C:15](=[O:16])[CH:14]([CH3:26])/[CH:13]=[C:12](\[CH3:27])/[CH:11]=[CH:10]/[CH:9]=[O:8])=[CH:22][CH:21]=1. (2) The product is: [F:1][C:2]1[CH:7]=[CH:6][C:5]([C:8]2[N:9]([CH2:31][CH2:32][C@H:33]3[O:38][B:37]([C:39]4[CH:44]=[CH:43][CH:42]=[CH:41][CH:40]=4)[O:36][C@@H:35]([CH2:45][C:46]([O:48][C:49]([CH3:52])([CH3:51])[CH3:50])=[O:47])[CH2:34]3)[C:10]([CH:28]([CH3:30])[CH3:29])=[C:11]([C:19](=[O:59])[NH:20][C:21]3[CH:26]=[CH:25][CH:24]=[CH:23][CH:22]=3)[C:12]=2[C:13]2[CH:18]=[CH:17][CH:16]=[CH:15][CH:14]=2)=[CH:4][CH:3]=1. Given the reactants [F:1][C:2]1[CH:7]=[CH:6][C:5]([C:8]2[N:9]([CH2:31][CH2:32][C@H:33]3[O:38][B:37]([C:39]4[CH:44]=[CH:43][CH:42]=[CH:41][CH:40]=4)[O:36][C@@H:35]([CH2:45][C:46]([O:48][C:49]([CH3:52])([CH3:51])[CH3:50])=[O:47])[CH2:34]3)[C:10]([CH:28]([CH3:30])[CH3:29])=[C:11]([C:19](=S)[NH:20][C:21]3[CH:26]=[CH:25][CH:24]=[CH:23][CH:22]=3)[C:12]=2[C:13]2[CH:18]=[CH:17][CH:16]=[CH:15][CH:14]=2)=[CH:4][CH:3]=1.[OH-].[Na+].OO.C(OCC)(=[O:59])C, predict the reaction product.